Task: Predict the reaction yield, written as a fraction of the theoretical maximum amount of product (1.0 means a 100% yield; for example, 0.34 means a 34% yield).. Dataset: Reaction yield outcomes from USPTO patents with 853,638 reactions (1) The reactants are C(C1CCC1(N)C(O)=O)([O:3][C:4]([CH3:7])([CH3:6])[CH3:5])=O.CN([C:19]([O:23][N:24]1N=NC2C=CC=N[C:25]1=2)=[N+](C)C)C.F[P-](F)(F)(F)(F)F.Cl.CN[O:43][CH3:44].[CH:45](N(C(C)C)CC)([CH3:47])[CH3:46].C[N:55]([CH:57]=[O:58])[CH3:56]. The catalyst is CCOC(C)=O.O. The product is [C:4]([O:3][C:57](=[O:58])[NH:55][C:56]1([C:44](=[O:43])[N:24]([O:23][CH3:19])[CH3:25])[CH2:47][CH2:45][CH2:46]1)([CH3:5])([CH3:6])[CH3:7]. The yield is 0.990. (2) The product is [N:1]1[CH:2]=[CH:3][N:4]2[C:9]=1[CH:8]=[CH:7][C:6]([S:10][C:11]1[CH:19]=[CH:18][CH:17]=[CH:16][C:12]=1[C:13]([NH:20][C:21]1[CH:26]=[CH:25][CH:24]=[CH:23][CH:22]=1)=[O:15])=[N:5]2. The yield is 0.790. The reactants are [N:1]1[CH:2]=[CH:3][N:4]2[C:9]=1[CH:8]=[CH:7][C:6]([S:10][C:11]1[CH:19]=[CH:18][CH:17]=[CH:16][C:12]=1[C:13]([OH:15])=O)=[N:5]2.[NH2:20][C:21]1[CH:26]=[CH:25][CH:24]=[CH:23][CH:22]=1.O.ON1C2C=CC=CC=2N=N1.Cl.CN(C)CCCN=C=NCC.C(N(CC)CC)C.[OH-].[Na+]. The catalyst is CN(C)C=O. (3) The reactants are O.[NH2:2][NH2:3].[Cl:4][C:5]1[C:10]([CH:11]=O)=[C:9](Cl)[N:8]=[CH:7][N:6]=1.[N+](C)([O-])=O.C(=O)=O.C(N(CC)CC)C. The catalyst is CO. The product is [Cl:4][C:5]1[N:6]=[CH:7][N:8]=[C:9]2[NH:2][N:3]=[CH:11][C:10]=12. The yield is 0.710. (4) The reactants are O.C1(C)C=CC(S(O)(=O)=O)=CC=1.[F:13][C:14]([F:46])([CH2:38][O:39][C:40]1[CH:45]=[CH:44][CH:43]=[CH:42][CH:41]=1)/[CH:15]=[CH:16]/[C@@H:17]1[C@@H:29]2[C@@H:20]([O:21][C:22](=[O:30])[CH2:23][CH2:24][CH2:25][CH:26]=[CH:27][CH2:28]2)[CH2:19][C@H:18]1[O:31]C1CCCCO1. The catalyst is CO. The product is [F:46][C:14]([F:13])([CH2:38][O:39][C:40]1[CH:45]=[CH:44][CH:43]=[CH:42][CH:41]=1)/[CH:15]=[CH:16]/[C@@H:17]1[C@@H:29]2[C@@H:20]([O:21][C:22](=[O:30])[CH2:23][CH2:24][CH2:25][CH:26]=[CH:27][CH2:28]2)[CH2:19][C@H:18]1[OH:31]. The yield is 0.900. (5) The reactants are C(=O)([O-])[O-].[Cs+].[Cs+].[Cl:7][C:8]1[CH:13]=[CH:12][C:11]([CH2:14][NH:15][C@@H:16]([C:18]2[CH:23]=[CH:22][CH:21]=[C:20]([Cl:24])[CH:19]=2)[CH3:17])=[CH:10][C:9]=1[OH:25].Cl[CH2:27][CH:28]1[CH2:33][CH2:32][CH2:31][N:30]([CH3:34])[CH2:29]1.C(O)(C(F)(F)F)=O. The catalyst is C(#N)C. The product is [Cl:7][C:8]1[CH:13]=[CH:12][C:11]([CH2:14][NH:15][C@@H:16]([C:18]2[CH:23]=[CH:22][CH:21]=[C:20]([Cl:24])[CH:19]=2)[CH3:17])=[CH:10][C:9]=1[O:25][CH2:27][CH:28]1[CH2:33][CH2:32][CH2:31][N:30]([CH3:34])[CH2:29]1. The yield is 0.750. (6) The yield is 0.370. The product is [Br:9][C:5]1[CH:6]=[C:7]([CH3:8])[C:2]([C:17]2[CH:16]=[CH:15][CH:14]=[C:13]([O:12][CH2:10][CH3:11])[CH:18]=2)=[N:3][CH:4]=1. No catalyst specified. The reactants are Br[C:2]1[C:7]([CH3:8])=[CH:6][C:5]([Br:9])=[CH:4][N:3]=1.[CH2:10]([O:12][C:13]1[CH:14]=[C:15](B(O)O)[CH:16]=[CH:17][CH:18]=1)[CH3:11]. (7) The product is [ClH:32].[C:1]1([S:7]([N:10]2[C:18]3[C:13](=[C:14]([N:19]4[CH2:24][CH2:23][NH:22][CH2:21][CH2:20]4)[CH:15]=[CH:16][CH:17]=3)[CH:12]=[CH:11]2)(=[O:9])=[O:8])[CH:2]=[CH:3][CH:4]=[CH:5][CH:6]=1. The reactants are [C:1]1([S:7]([N:10]2[C:18]3[C:13](=[C:14]([N:19]4[CH2:24][CH2:23][N:22](C(OC(C)(C)C)=O)[CH2:21][CH2:20]4)[CH:15]=[CH:16][CH:17]=3)[CH:12]=[CH:11]2)(=[O:9])=[O:8])[CH:6]=[CH:5][CH:4]=[CH:3][CH:2]=1.[ClH:32]. The catalyst is O1CCOCC1. The yield is 0.990. (8) The reactants are [Cl:1][C:2]1[CH:3]=[C:4]2[C:9](=[CH:10][CH:11]=1)[CH:8]([C:12]1[CH:16]=[C:15]([C:17]3[CH:22]=[CH:21][N:20]=[CH:19][CH:18]=3)[S:14][C:13]=1[C:23]1[NH:27][N:26]=[CH:25][CH:24]=1)[N:7]([C:28](OC(C)(C)C)=O)[CH2:6][CH2:5]2.[AlH4-].[Li+]. The catalyst is C1COCC1. The product is [Cl:1][C:2]1[CH:3]=[C:4]2[C:9](=[CH:10][CH:11]=1)[CH:8]([C:12]1[CH:16]=[C:15]([C:17]3[CH:18]=[CH:19][N:20]=[CH:21][CH:22]=3)[S:14][C:13]=1[C:23]1[NH:27][N:26]=[CH:25][CH:24]=1)[N:7]([CH3:28])[CH2:6][CH2:5]2. The yield is 0.150. (9) The reactants are [CH3:1][O:2][C:3]1[CH:4]=[C:5]([C:13]2[C:14]([N+:23]([O-])=O)=[C:15]([S:19]([NH2:22])(=[O:21])=[O:20])[CH:16]=[CH:17][CH:18]=2)[CH:6]=[C:7]([O:11][CH3:12])[C:8]=1[O:9][CH3:10].C(O)(=O)C. The catalyst is C(O)C.[Pd]. The product is [CH3:12][O:11][C:7]1[CH:6]=[C:5]([C:13]2[C:14]([NH2:23])=[C:15]([S:19]([NH2:22])(=[O:20])=[O:21])[CH:16]=[CH:17][CH:18]=2)[CH:4]=[C:3]([O:2][CH3:1])[C:8]=1[O:9][CH3:10]. The yield is 0.870.